From a dataset of Forward reaction prediction with 1.9M reactions from USPTO patents (1976-2016). Predict the product of the given reaction. The product is: [C:1]([C:3]1[CH:8]=[CH:7][C:6]([C:9]2[CH:10]=[N:11][N:12]([C:15]3[CH:23]=[CH:22][C:18]([C:19]([NH:34][CH:31]4[CH2:32][CH2:33][N:28]([CH:25]5[CH2:27][CH2:26]5)[CH2:29][CH2:30]4)=[O:21])=[CH:17][N:16]=3)[C:13]=2[OH:14])=[C:5]([CH3:24])[CH:4]=1)#[N:2]. Given the reactants [C:1]([C:3]1[CH:8]=[CH:7][C:6]([C:9]2[CH:10]=[N:11][N:12]([C:15]3[CH:23]=[CH:22][C:18]([C:19]([OH:21])=O)=[CH:17][N:16]=3)[C:13]=2[OH:14])=[C:5]([CH3:24])[CH:4]=1)#[N:2].[CH:25]1([N:28]2[CH2:33][CH2:32][CH:31]([NH2:34])[CH2:30][CH2:29]2)[CH2:27][CH2:26]1, predict the reaction product.